Task: Predict the reactants needed to synthesize the given product.. Dataset: Full USPTO retrosynthesis dataset with 1.9M reactions from patents (1976-2016) Given the product [ClH:16].[CH2:1]([O:3][C:4]1[CH:5]=[C:6]([CH:9]=[C:10]([O:14][CH3:15])[C:11]=1[O:12][CH3:13])[CH2:7][C:22]1[C:31]2[C:26](=[C:27]([OH:35])[C:28]([O:32][CH2:33][CH3:34])=[CH:29][CH:30]=2)[CH:25]=[N:24][CH:23]=1)[CH3:2], predict the reactants needed to synthesize it. The reactants are: [CH2:1]([O:3][C:4]1[CH:5]=[C:6]([CH:9]=[C:10]([O:14][CH3:15])[C:11]=1[O:12][CH3:13])[CH:7]=O)[CH3:2].[ClH:16].CO.C(O[CH:22](OCC)[CH2:23][NH:24][CH2:25][C:26]1[CH:31]=[CH:30][CH:29]=[C:28]([O:32][CH2:33][CH3:34])[C:27]=1[OH:35])C.